Dataset: Catalyst prediction with 721,799 reactions and 888 catalyst types from USPTO. Task: Predict which catalyst facilitates the given reaction. (1) Reactant: [CH2:1]([O:4][C:5]1[CH:6]=[C:7]2[C:12](=[CH:13][CH:14]=1)[NH:11][C:10](=[O:15])[CH2:9][CH2:8]2)[CH:2]=[CH2:3].C([O-])([O-])=O.[K+].[K+].[OH:22][N:23]=[C:24](Br)[Br:25]. Product: [Br:25][C:24]1[CH2:3][CH:2]([CH2:1][O:4][C:5]2[CH:6]=[C:7]3[C:12](=[CH:13][CH:14]=2)[NH:11][C:10](=[O:15])[CH2:9][CH2:8]3)[O:22][N:23]=1. The catalyst class is: 384. (2) Reactant: [NH2:1][C:2]1[C:7]([NH2:8])=[C:6]([C:9]2[CH:14]=[CH:13][C:12]([CH2:15][NH:16][C:17](=[O:23])[O:18][C:19]([CH3:22])([CH3:21])[CH3:20])=[C:11]([F:24])[CH:10]=2)[CH:5]=[CH:4][N:3]=1.[CH3:25][O:26][C:27]1[CH:32]=[CH:31][N:30]=[C:29]([CH:33]=O)[CH:28]=1. Product: [F:24][C:11]1[CH:10]=[C:9]([C:6]2[CH:5]=[CH:4][N:3]=[C:2]3[NH:1][C:33]([C:29]4[CH:28]=[C:27]([O:26][CH3:25])[CH:32]=[CH:31][N:30]=4)=[N:8][C:7]=23)[CH:14]=[CH:13][C:12]=1[CH2:15][NH:16][C:17](=[O:23])[O:18][C:19]([CH3:20])([CH3:21])[CH3:22]. The catalyst class is: 9. (3) Reactant: [H-].[Na+].[CH2:3]([OH:10])[C:4]1[CH:9]=[CH:8][CH:7]=[CH:6][CH:5]=1.[Cl:11][C:12]1[CH:17]=[C:16]([Cl:18])[C:15]([O:19][CH3:20])=[CH:14][C:13]=1[NH:21][C:22]1[C:31]2[C:26](=[CH:27][C:28](F)=[C:29]([O:32][CH3:33])[CH:30]=2)[N:25]=[CH:24][C:23]=1[C:35]#[N:36].C(=O)(O)[O-].[Na+]. Product: [CH2:3]([O:10][C:28]1[CH:27]=[C:26]2[C:31]([C:22]([NH:21][C:13]3[CH:14]=[C:15]([O:19][CH3:20])[C:16]([Cl:18])=[CH:17][C:12]=3[Cl:11])=[C:23]([C:35]#[N:36])[CH:24]=[N:25]2)=[CH:30][C:29]=1[O:32][CH3:33])[C:4]1[CH:9]=[CH:8][CH:7]=[CH:6][CH:5]=1. The catalyst class is: 16. (4) Reactant: [OH-:1].[Na+].CN([C:11]1[N:16]2[N:17]=[CH:18][C:19]([CH2:20][CH2:21][C:22]([NH:24][CH2:25][CH2:26][CH2:27][N:28]3[CH2:32][CH2:31][CH2:30][C:29]3=[O:33])=[O:23])=[C:15]2[N:14]=[CH:13][N:12]=1)C1C=CC=CC=1. Product: [O:1]=[C:11]1[N:16]2[N:17]=[CH:18][C:19]([CH2:20][CH2:21][C:22]([NH:24][CH2:25][CH2:26][CH2:27][N:28]3[CH2:32][CH2:31][CH2:30][C:29]3=[O:33])=[O:23])=[C:15]2[N:14]=[CH:13][NH:12]1. The catalyst class is: 8. (5) The catalyst class is: 4. Product: [Cl:10][C:3]1[C:4]2[CH:5]=[N:6][CH:7]=[CH:8][C:9]=2[NH:1][CH:2]=1. Reactant: [NH:1]1[C:9]2[CH:8]=[CH:7][N:6]=[CH:5][C:4]=2[CH:3]=[CH:2]1.[Cl:10]N1C(=O)CCC1=O.